From a dataset of Full USPTO retrosynthesis dataset with 1.9M reactions from patents (1976-2016). Predict the reactants needed to synthesize the given product. Given the product [C:20]([O:19][C:17](=[O:18])[N:8]([CH2:1][C:2]1[CH:7]=[CH:6][CH:5]=[CH:4][CH:3]=1)[CH2:9][CH2:10][CH2:11][N:41]1[CH2:40][CH2:39][CH2:38][O:37][CH:36]([CH2:35][C:34]2[CH:43]=[CH:44][C:31]([F:30])=[CH:32][CH:33]=2)[CH2:42]1)([CH3:23])([CH3:22])[CH3:21], predict the reactants needed to synthesize it. The reactants are: [CH2:1]([N:8]([C:17]([O:19][C:20]([CH3:23])([CH3:22])[CH3:21])=[O:18])[CH2:9][CH2:10][CH2:11]OS(C)(=O)=O)[C:2]1[CH:7]=[CH:6][CH:5]=[CH:4][CH:3]=1.C(=O)([O-])[O-].[K+].[K+].[F:30][C:31]1[CH:44]=[CH:43][C:34]([CH2:35][CH:36]2[CH2:42][NH:41][CH2:40][CH2:39][CH2:38][O:37]2)=[CH:33][CH:32]=1.